The task is: Regression. Given a peptide amino acid sequence and an MHC pseudo amino acid sequence, predict their binding affinity value. This is MHC class II binding data.. This data is from Peptide-MHC class II binding affinity with 134,281 pairs from IEDB. (1) The peptide sequence is ICLKCLNIMLGKSSF. The MHC is DRB1_0101 with pseudo-sequence DRB1_0101. The binding affinity (normalized) is 0.853. (2) The peptide sequence is KELKGAYVYFASDAS. The binding affinity (normalized) is 0.773. The MHC is HLA-DQA10102-DQB10602 with pseudo-sequence HLA-DQA10102-DQB10602. (3) The peptide sequence is KIVSLIKNLLVALKD. The MHC is DRB1_0401 with pseudo-sequence DRB1_0401. The binding affinity (normalized) is 0.738.